Predict the reaction yield, written as a fraction of the theoretical maximum amount of product (1.0 means a 100% yield; for example, 0.34 means a 34% yield). From a dataset of Reaction yield outcomes from USPTO patents with 853,638 reactions. (1) The reactants are [Cl-].O[NH3+:3].[C:4](=[O:7])([O-])[OH:5].[Na+].CS(C)=O.[CH2:13]([C:17]1[N:18]=[C:19]([CH3:51])[N:20]([CH2:39][C:40]2[S:44][C:43]([C:45]3[CH:50]=[CH:49][CH:48]=[CH:47][CH:46]=3)=[N:42][CH:41]=2)[C:21](=[O:38])[C:22]=1[CH2:23][C:24]1[CH:29]=[CH:28][C:27]([C:30]2[C:31]([C:36]#[N:37])=[CH:32][CH:33]=[CH:34][CH:35]=2)=[CH:26][CH:25]=1)[CH2:14][CH2:15][CH3:16]. The catalyst is C(OCC)(=O)C. The product is [CH2:13]([C:17]1[N:18]=[C:19]([CH3:51])[N:20]([CH2:39][C:40]2[S:44][C:43]([C:45]3[CH:50]=[CH:49][CH:48]=[CH:47][CH:46]=3)=[N:42][CH:41]=2)[C:21](=[O:38])[C:22]=1[CH2:23][C:24]1[CH:25]=[CH:26][C:27]([C:30]2[CH:35]=[CH:34][CH:33]=[CH:32][C:31]=2[C:36]2[NH:3][C:4](=[O:7])[O:5][N:37]=2)=[CH:28][CH:29]=1)[CH2:14][CH2:15][CH3:16]. The yield is 0.580. (2) The reactants are IC.[Br:3][C:4]1[C:9]([CH3:10])=[CH:8][C:7]([N:11]([CH3:15])[C:12]([NH2:14])=S)=[CH:6][C:5]=1[CH3:16].CO[CH:19](OC)[CH2:20][NH2:21]. The catalyst is CC(C)=O.C(O)C(C)C. The product is [Br:3][C:4]1[C:9]([CH3:10])=[CH:8][C:7]([N:11]([C:12]2[NH:21][CH:20]=[CH:19][N:14]=2)[CH3:15])=[CH:6][C:5]=1[CH3:16]. The yield is 0.280. (3) The reactants are [F:1][C:2]1[CH:3]=[C:4]2[C:13](=[CH:14][CH:15]=1)[C:12]1[CH:11]=[CH:10][CH:9]=[CH:8][C:7]=1[N:6]([S:16]([C:19]1[CH:24]=[CH:23][C:22]([OH:25])=[CH:21][CH:20]=1)(=[O:18])=[O:17])[C@H:5]2[CH3:26].[S:27](Cl)(=[O:30])(=[O:29])[NH2:28].O. The catalyst is CC(N(C)C)=O. The product is [S:27](=[O:30])(=[O:29])([O:25][C:22]1[CH:21]=[CH:20][C:19]([S:16]([N:6]2[C@@H:5]([CH3:26])[C:4]3[C:13](=[CH:14][CH:15]=[C:2]([F:1])[CH:3]=3)[C:12]3[CH:11]=[CH:10][CH:9]=[CH:8][C:7]2=3)(=[O:18])=[O:17])=[CH:24][CH:23]=1)[NH2:28]. The yield is 0.870. (4) The catalyst is CN(C=O)C. The yield is 0.930. The reactants are [OH:1][CH2:2][C@@H:3]([NH:5][C:6](=[O:15])[O:7][CH2:8][C:9]1[CH:14]=[CH:13][CH:12]=[CH:11][CH:10]=1)[CH3:4].C([O-])(O)=O.[Na+]. The product is [O:1]=[CH:2][C@@H:3]([NH:5][C:6](=[O:15])[O:7][CH2:8][C:9]1[CH:14]=[CH:13][CH:12]=[CH:11][CH:10]=1)[CH3:4]. (5) The reactants are [F:1][C:2]1[CH:3]=[C:4]([CH:24]=[C:25]([F:27])[CH:26]=1)[CH2:5][C@H:6]1[CH2:11][C@@H:10]([C:12](=[O:19])[CH2:13][C:14](OCC)=[O:15])[CH2:9][CH2:8][N:7]1[C:20]([O:22][CH3:23])=[O:21].[OH-].[Na+].[NH2:30]O.Cl. The catalyst is CO.O. The product is [F:1][C:2]1[CH:3]=[C:4]([CH:24]=[C:25]([F:27])[CH:26]=1)[CH2:5][C@H:6]1[CH2:11][C@@H:10]([C:12]2[O:19][NH:30][C:14](=[O:15])[CH:13]=2)[CH2:9][CH2:8][N:7]1[C:20]([O:22][CH3:23])=[O:21]. The yield is 0.656. (6) The reactants are [C:1]([C:3]1[N:4]=[C:5]([C:16]([OH:18])=O)[N:6]([CH2:8][O:9][CH2:10][CH2:11][Si:12]([CH3:15])([CH3:14])[CH3:13])[CH:7]=1)#[N:2].[K+].C(C1N=C(C([O-])=O)N(COCC[Si](C)(C)C)C=1)#N.CCN(C(C)C)C(C)C.[C:47]1([C:53]2[CH:58]=[C:57]([CH:59]3[CH2:64][CH2:63][N:62]([O:65][CH3:66])[CH2:61][CH2:60]3)[CH:56]=[CH:55][C:54]=2[NH2:67])[CH2:52][CH2:51][CH2:50][CH2:49][CH:48]=1.C1CN([P+](Br)(N2CCCC2)N2CCCC2)CC1.F[P-](F)(F)(F)(F)F. The catalyst is C(Cl)Cl. The product is [C:47]1([C:53]2[CH:58]=[C:57]([CH:59]3[CH2:64][CH2:63][N:62]([O:65][CH3:66])[CH2:61][CH2:60]3)[CH:56]=[CH:55][C:54]=2[NH:67][C:16]([C:5]2[N:6]([CH2:8][O:9][CH2:10][CH2:11][Si:12]([CH3:13])([CH3:14])[CH3:15])[CH:7]=[C:3]([C:1]#[N:2])[N:4]=2)=[O:18])[CH2:52][CH2:51][CH2:50][CH2:49][CH:48]=1. The yield is 0.480. (7) The reactants are [C:1]([O:5][C:6](=[O:27])[NH:7][CH2:8][CH:9]1S[C:12]2[CH:14]=[C:15]([F:26])[CH:16]=[C:17]([C:18]3[C:23]([Cl:24])=[CH:22][CH:21]=[CH:20][C:19]=3[Cl:25])[C:11]=2[O:10]1)([CH3:4])([CH3:3])[CH3:2].C1C=C(Cl)C=C(C(OO)=O)C=1.[O-:39][S:40]([O-:42])=O.[Na+].[Na+]. The product is [C:1]([O:5][C:6](=[O:27])[NH:7][CH2:8][CH:9]1[S:40](=[O:42])(=[O:39])[C:12]2[CH:14]=[C:15]([F:26])[CH:16]=[C:17]([C:18]3[C:23]([Cl:24])=[CH:22][CH:21]=[CH:20][C:19]=3[Cl:25])[C:11]=2[O:10]1)([CH3:4])([CH3:2])[CH3:3]. The yield is 1.00. The catalyst is C(Cl)Cl.